This data is from Merck oncology drug combination screen with 23,052 pairs across 39 cell lines. The task is: Regression. Given two drug SMILES strings and cell line genomic features, predict the synergy score measuring deviation from expected non-interaction effect. Synergy scores: synergy=0.417. Drug 2: O=C(O)C1(Cc2cccc(Nc3nccs3)n2)CCC(Oc2cccc(Cl)c2F)CC1. Drug 1: O=P1(N(CCCl)CCCl)NCCCO1. Cell line: UWB1289BRCA1.